This data is from Merck oncology drug combination screen with 23,052 pairs across 39 cell lines. The task is: Regression. Given two drug SMILES strings and cell line genomic features, predict the synergy score measuring deviation from expected non-interaction effect. (1) Drug 1: O=S1(=O)NC2(CN1CC(F)(F)F)C1CCC2Cc2cc(C=CCN3CCC(C(F)(F)F)CC3)ccc2C1. Drug 2: CCC1(O)CC2CN(CCc3c([nH]c4ccccc34)C(C(=O)OC)(c3cc4c(cc3OC)N(C)C3C(O)(C(=O)OC)C(OC(C)=O)C5(CC)C=CCN6CCC43C65)C2)C1. Cell line: A427. Synergy scores: synergy=3.52. (2) Drug 1: CN1C(=O)C=CC2(C)C3CCC4(C)C(NC(=O)OCC(F)(F)F)CCC4C3CCC12. Drug 2: COc1cccc2c1C(=O)c1c(O)c3c(c(O)c1C2=O)CC(O)(C(=O)CO)CC3OC1CC(N)C(O)C(C)O1. Cell line: UWB1289. Synergy scores: synergy=17.0. (3) Drug 1: COc1cc(C2c3cc4c(cc3C(OC3OC5COC(C)OC5C(O)C3O)C3COC(=O)C23)OCO4)cc(OC)c1O. Drug 2: Cn1cc(-c2cnn3c(N)c(Br)c(C4CCCNC4)nc23)cn1. Cell line: RPMI7951. Synergy scores: synergy=-4.40. (4) Drug 1: Cn1nnc2c(C(N)=O)ncn2c1=O. Drug 2: Cn1cc(-c2cnn3c(N)c(Br)c(C4CCCNC4)nc23)cn1. Cell line: NCIH520. Synergy scores: synergy=4.63. (5) Cell line: UWB1289. Drug 1: CN(Cc1cnc2nc(N)nc(N)c2n1)c1ccc(C(=O)NC(CCC(=O)O)C(=O)O)cc1. Synergy scores: synergy=-7.58. Drug 2: CNC(=O)c1cc(Oc2ccc(NC(=O)Nc3ccc(Cl)c(C(F)(F)F)c3)cc2)ccn1. (6) Cell line: A2780. Drug 1: O=C(NOCC(O)CO)c1ccc(F)c(F)c1Nc1ccc(I)cc1F. Synergy scores: synergy=55.3. Drug 2: Cn1c(=O)n(-c2ccc(C(C)(C)C#N)cc2)c2c3cc(-c4cnc5ccccc5c4)ccc3ncc21. (7) Drug 1: C#Cc1cccc(Nc2ncnc3cc(OCCOC)c(OCCOC)cc23)c1. Drug 2: CCC1(O)C(=O)OCc2c1cc1n(c2=O)Cc2cc3c(CN(C)C)c(O)ccc3nc2-1. Cell line: NCIH2122. Synergy scores: synergy=37.1.